This data is from Reaction yield outcomes from USPTO patents with 853,638 reactions. The task is: Predict the reaction yield, written as a fraction of the theoretical maximum amount of product (1.0 means a 100% yield; for example, 0.34 means a 34% yield). (1) The reactants are [F:1][C:2]1[CH:7]=[CH:6][C:5]([C:8]2[C:13]3[C:14](=[O:30])[N:15]4[CH2:22][CH2:21][N:20](C(OC(C)(C)C)=O)[CH2:19][CH:16]4[CH2:17][O:18][C:12]=3[CH:11]=[CH:10][CH:9]=2)=[CH:4][CH:3]=1.C(OCC)(=O)C.[ClH:37]. No catalyst specified. The product is [ClH:37].[F:1][C:2]1[CH:7]=[CH:6][C:5]([C:8]2[C:13]3[C:14](=[O:30])[N:15]4[CH2:22][CH2:21][NH:20][CH2:19][CH:16]4[CH2:17][O:18][C:12]=3[CH:11]=[CH:10][CH:9]=2)=[CH:4][CH:3]=1. The yield is 0.940. (2) The reactants are [NH2:1][C@@H:2]([C:5]1[CH:10]=[CH:9][CH:8]=[CH:7][CH:6]=1)[CH2:3][OH:4].C([O-])([O-])=O.[K+].[K+].[Br:17][C:18]1[CH:19]=[C:20]([CH:25]=[CH:26][C:27]=1[CH2:28]Br)[C:21]([O:23][CH3:24])=[O:22]. The catalyst is CC#N. The product is [Br:17][C:18]1[CH:19]=[C:20]([CH:25]=[CH:26][C:27]=1[CH2:28][NH:1][C@@H:2]([C:5]1[CH:10]=[CH:9][CH:8]=[CH:7][CH:6]=1)[CH2:3][OH:4])[C:21]([O:23][CH3:24])=[O:22]. The yield is 0.540.